Task: Predict the reaction yield, written as a fraction of the theoretical maximum amount of product (1.0 means a 100% yield; for example, 0.34 means a 34% yield).. Dataset: Reaction yield outcomes from USPTO patents with 853,638 reactions (1) The reactants are C([O:8][C:9]1[CH:13]=[C:12](/[CH:14]=[CH:15]/[C:16]([O:18][CH2:19][CH3:20])=[O:17])[N:11]([C:21]2[CH:26]=[CH:25][CH:24]=[CH:23][CH:22]=2)[N:10]=1)C1C=CC=CC=1. The catalyst is [C].[Pd].O1CCCC1. The product is [OH:8][C:9]1[CH:13]=[C:12]([CH2:14][CH2:15][C:16]([O:18][CH2:19][CH3:20])=[O:17])[N:11]([C:21]2[CH:22]=[CH:23][CH:24]=[CH:25][CH:26]=2)[N:10]=1. The yield is 0.890. (2) The reactants are Br[C:2]1[CH:3]=[C:4]2[C:8](=[CH:9][CH:10]=1)[NH:7][C:6](=[O:11])[C:5]12[CH2:16][CH2:15][CH2:14][CH2:13][CH2:12]1.B([C:20]1[N:21]([C:25]([O:27][C:28]([CH3:31])([CH3:30])[CH3:29])=[O:26])[CH:22]=[CH:23][CH:24]=1)(O)O.C([O-])([O-])=O.[K+].[K+]. The catalyst is O. The product is [O:11]=[C:6]1[C:5]2([CH2:16][CH2:15][CH2:14][CH2:13][CH2:12]2)[C:4]2[C:8](=[CH:9][CH:10]=[C:2]([C:20]3[N:21]([C:25]([O:27][C:28]([CH3:31])([CH3:30])[CH3:29])=[O:26])[CH:22]=[CH:23][CH:24]=3)[CH:3]=2)[NH:7]1. The yield is 0.760. (3) The reactants are [I-:1].[Na+].[NH2:3][C:4]1[CH:9]=[CH:8][C:7](Br)=[CH:6][C:5]=1[NH:11][C:12]1[CH:17]=[CH:16][N:15]=[C:14]([NH2:18])[N:13]=1.O1CCOCC1.CNCCNC. The catalyst is [Cu]I.CN(C=O)C. The product is [NH2:3][C:4]1[CH:9]=[CH:8][C:7]([I:1])=[CH:6][C:5]=1[NH:11][C:12]1[CH:17]=[CH:16][N:15]=[C:14]([NH2:18])[N:13]=1. The yield is 0.570. (4) The reactants are C([N:8]1[CH2:13][CH2:12][CH2:11][C@H:10]([O:14][C:15]2[CH:20]=[CH:19][C:18]([N+:21]([O-])=O)=[CH:17][CH:16]=2)[CH2:9]1)C1C=CC=CC=1. The catalyst is CO.[Pd]. The product is [NH2:21][C:18]1[CH:19]=[CH:20][C:15]([O:14][C@H:10]2[CH2:11][CH2:12][CH2:13][NH:8][CH2:9]2)=[CH:16][CH:17]=1. The yield is 0.880. (5) The reactants are [F:1][C:2]1[CH:7]=[CH:6][C:5]([C@@H:8]2[CH2:13][C@H:12]([OH:14])[CH2:11][CH2:10][N:9]2[C:15]([O:17][C:18]([CH3:21])([CH3:20])[CH3:19])=[O:16])=[CH:4][CH:3]=1.[CH3:22][S:23](Cl)(=[O:25])=[O:24].C(N(C(C)C)CC)(C)C. The catalyst is O1CCCC1.CN(C)C1C=CN=CC=1.C(OCC)(=O)C. The product is [F:1][C:2]1[CH:3]=[CH:4][C:5]([C@@H:8]2[CH2:13][C@H:12]([O:14][S:23]([CH3:22])(=[O:25])=[O:24])[CH2:11][CH2:10][N:9]2[C:15]([O:17][C:18]([CH3:21])([CH3:20])[CH3:19])=[O:16])=[CH:6][CH:7]=1. The yield is 0.880. (6) The reactants are [C:1]([O:7][CH2:8][CH3:9])(=[O:6])[CH2:2][C:3]([O-:5])=O.N1[CH:16]=[CH:21][CH:20]=[CH:19][C:18]=1[C:16]1[CH:21]=[CH:20][CH:19]=[CH:18]N=1.C([Li])CCC.C1(C(Cl)=O)CCCC1.Cl. The product is [CH:18]1([C:3](=[O:5])[CH2:2][C:1]([O:7][CH2:8][CH3:9])=[O:6])[CH2:19][CH2:20][CH2:21][CH2:16]1. The catalyst is CCOCC. The yield is 0.890.